From a dataset of M1 muscarinic receptor antagonist screen with 61,756 compounds. Binary Classification. Given a drug SMILES string, predict its activity (active/inactive) in a high-throughput screening assay against a specified biological target. (1) The molecule is O(c1c(c2nn3c(c(CCC(=O)NCc4occc4)c(nc3c2)C)C)ccc(OC)c1)C. The result is 0 (inactive). (2) The result is 0 (inactive). The drug is O=C(Nc1cn(nc1C(=O)N)CC)Nc1c(cccc1)C(OC)=O.